Dataset: CYP1A2 inhibition data for predicting drug metabolism from PubChem BioAssay. Task: Regression/Classification. Given a drug SMILES string, predict its absorption, distribution, metabolism, or excretion properties. Task type varies by dataset: regression for continuous measurements (e.g., permeability, clearance, half-life) or binary classification for categorical outcomes (e.g., BBB penetration, CYP inhibition). Dataset: cyp1a2_veith. (1) The drug is O=C(O)CC(O)C(=O)O. The result is 0 (non-inhibitor). (2) The molecule is CN(CCc1ccccn1)c1ccc2c(c1)Cc1ccccc1-2. The result is 1 (inhibitor). (3) The result is 1 (inhibitor). The compound is CN(C)c1ccc(C(=C2C=CC(=[N+](C)C)C=C2)c2ccccc2)cc1.O=C(O)C(=O)O.O=C(O)C(=O)O. (4) The compound is COc1ncc2nc(CCc3ccccc3)c(=O)n(C)c2n1. The result is 1 (inhibitor). (5) The compound is COc1cccc(CNC(=O)C2CCN(S(=O)(=O)N3CCCCC3)CC2)c1. The result is 0 (non-inhibitor). (6) The drug is CC(C)=CCC/C(C)=C/CO/N=C1/C[C@@H](O)[C@@H](O)[C@@H]2[C@@H]3C(=O)N(C[C@@H]4CCCO4)C(=O)[C@H]3CC[C@@H]12. The result is 0 (non-inhibitor). (7) The compound is Cc1nc2cnc(Oc3cccc(Cl)c3)nc2n(C2CC2)c1=O. The result is 1 (inhibitor).